From a dataset of Catalyst prediction with 721,799 reactions and 888 catalyst types from USPTO. Predict which catalyst facilitates the given reaction. (1) Reactant: C(OC(=O)[NH:7][C@@H:8]([CH3:14])[C@:9]([OH:13])([CH3:12])[CH2:10][CH3:11])(C)(C)C.[F:16][C:17]([F:22])([F:21])[C:18]([OH:20])=[O:19]. Product: [F:16][C:17]([F:22])([F:21])[C:18]([OH:20])=[O:19].[NH2:7][C@H:8]([C@@:9]([CH3:12])([OH:13])[CH2:10][CH3:11])[CH3:14]. The catalyst class is: 390. (2) Reactant: [C:1]([O:5][C:6]([NH:8][CH:9]([CH:21](O)[CH2:22][O:23][Si:24]([CH3:30])([CH3:29])[C:25]([CH3:28])([CH3:27])[CH3:26])[C:10]([NH:12][O:13][CH2:14][C:15]1[CH:20]=[CH:19][CH:18]=[CH:17][CH:16]=1)=[O:11])=[O:7])([CH3:4])([CH3:3])[CH3:2].C1(P(C2C=CC=CC=2)C2C=CC=CC=2)C=CC=CC=1.N(C(OCC)=O)=NC(OCC)=O. Product: [O:11]=[C:10]1[C@@H:9]([NH:8][C:6]([O:5][C:1]([CH3:4])([CH3:3])[CH3:2])=[O:7])[C@@H:21]([CH2:22][O:23][Si:24]([CH3:30])([CH3:29])[C:25]([CH3:28])([CH3:27])[CH3:26])[N:12]1[O:13][CH2:14][C:15]1[CH:20]=[CH:19][CH:18]=[CH:17][CH:16]=1. The catalyst class is: 1. (3) Reactant: [Cl:1]Cl.C(S[C:11]1[CH:16]=[CH:15][CH:14]=[C:13]([F:17])[N:12]=1)C1C=CC=CC=1.[S:18](S([O-])=O)([O-:21])(=O)=[O:19].[Na+].[Na+]. Product: [F:17][C:13]1[N:12]=[C:11]([S:18]([Cl:1])(=[O:21])=[O:19])[CH:16]=[CH:15][CH:14]=1. The catalyst class is: 146. (4) Reactant: Br[C:2]1[CH:3]=[C:4]2[C:9](=[CH:10][CH:11]=1)[N:8]1[CH:12]=[N:13][C:14]([C:15]([O:17][CH2:18][CH3:19])=[O:16])=[C:7]1[CH2:6][CH2:5]2.[CH:20](/B(O)O)=[CH:21]\[CH3:22].C(P(C(C)(C)C)C(C)(C)C)(C)(C)C.C(=O)([O-])[O-].[K+].[K+].C=C(C1C=C2C(=CC=1)N1C=NC(C(OCC)=O)=C1CC2)C. The catalyst class is: 493. Product: [CH:20](/[C:2]1[CH:3]=[C:4]2[C:9](=[CH:10][CH:11]=1)[N:8]1[CH:12]=[N:13][C:14]([C:15]([O:17][CH2:18][CH3:19])=[O:16])=[C:7]1[CH2:6][CH2:5]2)=[CH:21]\[CH3:22]. (5) Reactant: [CH3:1][O:2][Si:3]([O:10][CH3:11])([O:8][CH3:9])[CH2:4][CH2:5][CH2:6][NH2:7].[C:12](=S)=[S:13].C1(N=C=NC2CCCCC2)CCCCC1.C(N(CC)CC)C. Product: [N:7]([CH2:6][CH2:5][CH2:4][Si:3]([O:8][CH3:9])([O:10][CH3:11])[O:2][CH3:1])=[C:12]=[S:13]. The catalyst class is: 7. (6) Reactant: C([O:8][NH:9][C:10](=[O:36])[CH2:11][C@H:12]([C:22]1[O:23][C:24]([CH3:35])=[C:25]([C:27]([NH:29][CH2:30][CH2:31][N:32]([CH3:34])[CH3:33])=[O:28])[N:26]=1)[CH2:13][CH2:14][CH2:15][CH:16]1[CH2:21][CH2:20][CH2:19][CH2:18][CH2:17]1)C1C=CC=CC=1.C([O-])=O.[NH4+]. Product: [CH:16]1([CH2:15][CH2:14][CH2:13][C@@H:12]([C:22]2[O:23][C:24]([CH3:35])=[C:25]([C:27]([NH:29][CH2:30][CH2:31][N:32]([CH3:33])[CH3:34])=[O:28])[N:26]=2)[CH2:11][C:10]([NH:9][OH:8])=[O:36])[CH2:21][CH2:20][CH2:19][CH2:18][CH2:17]1. The catalyst class is: 29.